From a dataset of Full USPTO retrosynthesis dataset with 1.9M reactions from patents (1976-2016). Predict the reactants needed to synthesize the given product. (1) Given the product [NH2:8][C:9]1[C:10]2[N:11]([C:19]([CH2:26][C:27]([CH3:28])([OH:29])[CH3:30])=[C:20]([CH2:22][CH:23]([CH3:25])[CH3:24])[N:21]=2)[C:12]2[C:17]([N:18]=1)=[CH:16][CH:15]=[CH:14][CH:13]=2, predict the reactants needed to synthesize it. The reactants are: COC1C=CC(C[N:8](CC2C=CC(OC)=CC=2)[C:9]2[C:10]3[N:11]([C:19]([CH2:26][C:27]([CH3:30])([OH:29])[CH3:28])=[C:20]([CH2:22][CH:23]([CH3:25])[CH3:24])[N:21]=3)[C:12]3[C:17]([N:18]=2)=[CH:16][CH:15]=[CH:14][CH:13]=3)=CC=1. (2) Given the product [CH3:15][O:16][N:17]=[C:6]([C:5]1[CH:10]=[CH:11][C:2]([F:1])=[CH:3][CH:4]=1)[CH2:7][Br:8], predict the reactants needed to synthesize it. The reactants are: [F:1][C:2]1[CH:11]=[CH:10][C:5]([C:6](=O)[CH2:7][Br:8])=[CH:4][CH:3]=1.CO.Cl.[CH3:15][O:16][NH2:17].[Br-].[Li+]. (3) Given the product [F:1][C:2]1[CH:3]=[C:4]([CH:17]=[C:18]([F:20])[CH:19]=1)[C:5]([O:7][C:8]12[CH2:14][C:11]([CH:15]=[O:16])([CH2:10][CH2:9]1)[CH2:12][CH2:13]2)=[O:6], predict the reactants needed to synthesize it. The reactants are: [F:1][C:2]1[CH:3]=[C:4]([CH:17]=[C:18]([F:20])[CH:19]=1)[C:5]([O:7][C:8]12[CH2:14][C:11]([CH2:15][OH:16])([CH2:12][CH2:13]1)[CH2:10][CH2:9]2)=[O:6].CC(OI1(OC(C)=O)(OC(C)=O)OC(=O)C2C=CC=CC1=2)=O. (4) Given the product [C:41]([CH2:40][C:36]1([NH:35][C:27]([C:25]2[CH:24]=[CH:23][C:22]([O:30][CH2:31][CH:32]3[CH2:34][CH2:33]3)=[C:21]([Cl:20])[N:26]=2)=[O:29])[CH2:39][O:38][CH2:37]1)(=[O:42])[NH2:43], predict the reactants needed to synthesize it. The reactants are: C1(COC2N=C(C(O)=O)C=CC=2OC(F)(F)F)CC1.[Cl:20][C:21]1[N:26]=[C:25]([C:27]([OH:29])=O)[CH:24]=[CH:23][C:22]=1[O:30][CH2:31][CH:32]1[CH2:34][CH2:33]1.[NH2:35][C:36]1([CH2:40][C:41]([NH2:43])=[O:42])[CH2:39][O:38][CH2:37]1. (5) The reactants are: [C:1]([O:6][C:7]1[CH:12]=[CH:11][C:10]([P:13]([O:24][CH2:25][CH3:26])([CH2:15][P:16]([O:21][CH2:22][CH3:23])([O:18][CH2:19][CH3:20])=[O:17])=[O:14])=[CH:9][C:8]=1[C:27]([CH3:40])([CH3:39])[CH2:28][C:29]([O:31]CC1C=CC=CC=1)=[O:30])(=[O:5])[CH2:2][CH2:3]C.[CH3:41]O. Given the product [CH3:41][CH:2]([CH3:3])[C:1]([O:6][C:7]1[CH:12]=[CH:11][C:10]([P:13]([O:24][CH2:25][CH3:26])([CH2:15][P:16]([O:21][CH2:22][CH3:23])([O:18][CH2:19][CH3:20])=[O:17])=[O:14])=[CH:9][C:8]=1[C:27]([CH3:40])([CH3:39])[CH2:28][C:29]([OH:31])=[O:30])=[O:5], predict the reactants needed to synthesize it. (6) The reactants are: [H-].[Al+3].[Li+].[H-].[H-].[H-].[CH3:7][O:8][C:9]1[CH:10]=[C:11]([CH:15]=[CH:16][C:17]=1[C:18]([F:21])([F:20])[F:19])[C:12](O)=[O:13].[OH-].[Na+]. Given the product [CH3:7][O:8][C:9]1[CH:10]=[C:11]([CH:15]=[CH:16][C:17]=1[C:18]([F:19])([F:20])[F:21])[CH2:12][OH:13], predict the reactants needed to synthesize it. (7) Given the product [CH3:10][O:9][C:7](=[O:8])[C:6]1[CH:11]=[CH:12][C:3]([CH:1]2[C:25]([C:26](=[O:27])[C:28]3[CH:33]=[CH:32][C:31]([O:34][CH3:35])=[CH:30][CH:29]=3)=[C:24]([OH:36])[C:23](=[O:22])[N:13]2[C:14]2[S:15][C:16]([CH3:19])=[N:17][N:18]=2)=[CH:4][CH:5]=1, predict the reactants needed to synthesize it. The reactants are: [CH:1]([C:3]1[CH:12]=[CH:11][C:6]([C:7]([O:9][CH3:10])=[O:8])=[CH:5][CH:4]=1)=O.[NH2:13][C:14]1[S:15][C:16]([CH3:19])=[N:17][N:18]=1.C([O:22][C:23](=O)[C:24]([OH:36])=[CH:25][C:26]([C:28]1[CH:33]=[CH:32][C:31]([O:34][CH3:35])=[CH:30][CH:29]=1)=[O:27])C.